From a dataset of Reaction yield outcomes from USPTO patents with 853,638 reactions. Predict the reaction yield, written as a fraction of the theoretical maximum amount of product (1.0 means a 100% yield; for example, 0.34 means a 34% yield). (1) The reactants are [CH2:1]([O:3][C:4](=[O:15])[CH:5]([CH2:11][CH:12]1[CH2:14][CH2:13]1)[C:6]([O:8][CH2:9][CH3:10])=[O:7])[CH3:2].[H-].[Na+].C1C(=O)N([Br:25])C(=O)C1. The catalyst is C1COCC1. The yield is 0.870. The product is [CH2:9]([O:8][C:6](=[O:7])[C:5]([Br:25])([CH2:11][CH:12]1[CH2:13][CH2:14]1)[C:4]([O:3][CH2:1][CH3:2])=[O:15])[CH3:10]. (2) The yield is 0.190. The reactants are [Cl:1][CH2:2][C:3]1[N:7]=[C:6]([C:8]2[CH:13]=[CH:12][CH:11]=[CH:10][CH:9]=2)[O:5][N:4]=1.[C:14]1([CH:20]([NH:32][C:33]2[CH:38]=[CH:37][CH:36]=[CH:35][C:34]=2[CH3:39])[C:21]([O:23][C@@H:24]2[CH:29]3[CH2:30][CH2:31][N:26]([CH2:27][CH2:28]3)[CH2:25]2)=[O:22])[CH:19]=[CH:18][CH:17]=[CH:16][CH:15]=1. The product is [Cl-:1].[C:8]1([C:6]2[O:5][N:4]=[C:3]([CH2:2][N+:26]34[CH2:27][CH2:28][CH:29]([CH2:30][CH2:31]3)[C@@H:24]([O:23][C:21](=[O:22])[CH:20]([C:14]3[CH:19]=[CH:18][CH:17]=[CH:16][CH:15]=3)[NH:32][C:33]3[CH:38]=[CH:37][CH:36]=[CH:35][C:34]=3[CH3:39])[CH2:25]4)[N:7]=2)[CH:13]=[CH:12][CH:11]=[CH:10][CH:9]=1. The catalyst is C(#N)C.C(OCC)(=O)C. (3) The reactants are C(OP([CH2:9][C:10]#[N:11])(=O)OCC)C.C[Si]([N-][Si](C)(C)C)(C)C.[Li+].[CH2:22]([O:24][C:25]1[CH:26]=[C:27]([C:33]([C:35]2[CH:40]=[CH:39][C:38]([O:41][CH3:42])=[C:37]([O:43][CH2:44][CH3:45])[CH:36]=2)=O)[CH:28]=[CH:29][C:30]=1[O:31][CH3:32])[CH3:23].O. The catalyst is C1COCC1. The product is [CH2:44]([O:43][C:37]1[CH:36]=[C:35]([C:33]([C:27]2[CH:28]=[CH:29][C:30]([O:31][CH3:32])=[C:25]([O:24][CH2:22][CH3:23])[CH:26]=2)=[CH:9][C:10]#[N:11])[CH:40]=[CH:39][C:38]=1[O:41][CH3:42])[CH3:45]. The yield is 0.500. (4) The reactants are C(OC([N:8]1[CH2:13][CH2:12][C:11]([N:18]([C:26]2[CH:31]=[CH:30][CH:29]=[C:28]([NH:32]C(C3C=CC=CC=3)(C3C=CC=CC=3)C3C=CC=CC=3)[CH:27]=2)[C:19]([C:21]2[O:22][CH:23]=[CH:24][CH:25]=2)=[O:20])([C:14]([O:16][CH3:17])=[O:15])[CH2:10][CH2:9]1)=O)(C)(C)C.FC(F)(F)C(O)=O. The catalyst is ClCCl. The product is [NH2:32][C:28]1[CH:27]=[C:26]([N:18]([C:11]2([C:14]([O:16][CH3:17])=[O:15])[CH2:10][CH2:9][NH:8][CH2:13][CH2:12]2)[C:19]([C:21]2[O:22][CH:23]=[CH:24][CH:25]=2)=[O:20])[CH:31]=[CH:30][CH:29]=1. The yield is 0.850.